From a dataset of Full USPTO retrosynthesis dataset with 1.9M reactions from patents (1976-2016). Predict the reactants needed to synthesize the given product. (1) Given the product [O:10]1[CH2:9][CH:8]1[CH2:6][N:1]1[CH2:5][CH2:4][CH2:3][CH2:2]1, predict the reactants needed to synthesize it. The reactants are: [NH:1]1[CH2:5][CH2:4][CH2:3][CH2:2]1.[CH2:6]([CH:8]1[O:10][CH2:9]1)Cl. (2) Given the product [CH3:44][O:45][C:46]1[CH:65]=[CH:64][C:49]2[CH:50]=[C:51]([C:55]3[CH:60]=[CH:59][CH:58]=[CH:57][C:56]=3[NH2:61])[CH2:52][CH2:53][CH2:54][C:48]=2[CH:47]=1, predict the reactants needed to synthesize it. The reactants are: FC(F)(F)S(OC1CCCC2C=C(OC)C=CC=2C=1)(=O)=O.C([Sn](CCCC)(CCCC)C1C=CC=CC=1[N+]([O-])=O)CCC.[CH3:44][O:45][C:46]1[CH:65]=[CH:64][C:49]2[CH:50]=[C:51]([C:55]3[CH:60]=[CH:59][CH:58]=[CH:57][C:56]=3[N+:61]([O-])=O)[CH2:52][CH2:53][CH2:54][C:48]=2[CH:47]=1. (3) Given the product [Cl:26][C:27]1[CH:28]=[C:29]([CH:33]=[C:34]([Cl:36])[CH:35]=1)[C:30]([N:14]([C:9]1[CH:10]=[N:11][CH:12]=[CH:13][C:8]=1[C:5]1[CH:6]=[CH:7][C:2]([F:1])=[CH:3][C:4]=1[CH3:16])[CH3:15])=[O:31], predict the reactants needed to synthesize it. The reactants are: [F:1][C:2]1[CH:7]=[CH:6][C:5]([C:8]2[CH:13]=[CH:12][N:11]=[CH:10][C:9]=2[NH:14][CH3:15])=[C:4]([CH3:16])[CH:3]=1.CCN(C(C)C)C(C)C.[Cl:26][C:27]1[CH:28]=[C:29]([CH:33]=[C:34]([Cl:36])[CH:35]=1)[C:30](Cl)=[O:31]. (4) Given the product [CH3:51][O:50][N:49]([CH3:48])[C:22]([C:17]1[CH:16]=[N:15][N:14]([CH2:13][C:12]2[CH:11]=[CH:10][C:9]([O:8][CH3:7])=[CH:26][CH:25]=2)[C:18]=1[CH2:19][O:20][CH3:21])=[O:24].[CH3:51][O:50][N:49]([CH3:48])[C:39]([C:37]1[C:36]([CH2:42][O:43][CH3:44])=[N:35][N:34]([CH2:33][C:32]2[CH:31]=[CH:30][C:29]([O:28][CH3:27])=[CH:46][CH:45]=2)[CH:38]=1)=[O:41], predict the reactants needed to synthesize it. The reactants are: C(Cl)(=O)C(Cl)=O.[CH3:7][O:8][C:9]1[CH:26]=[CH:25][C:12]([CH2:13][N:14]2[C:18]([CH2:19][O:20][CH3:21])=[C:17]([C:22]([OH:24])=O)[CH:16]=[N:15]2)=[CH:11][CH:10]=1.[CH3:27][O:28][C:29]1[CH:46]=[CH:45][C:32]([CH2:33][N:34]2[CH:38]=[C:37]([C:39]([OH:41])=O)[C:36]([CH2:42][O:43][CH3:44])=[N:35]2)=[CH:31][CH:30]=1.Cl.[CH3:48][NH:49][O:50][CH3:51].CCN(CC)CC. (5) Given the product [CH3:9][O:11][C:12](=[O:23])[C:13]([O:15][C:16]1[CH:21]=[CH:20][CH:19]=[CH:18][C:17]=1[F:22])([CH3:14])[CH2:25][C:26]1[CH:27]=[CH:28][C:29]([OH:32])=[CH:30][CH:31]=1, predict the reactants needed to synthesize it. The reactants are: [Li+].CC([N-]C(C)C)C.[CH2:9]([O:11][C:12](=[O:23])[CH:13]([O:15][C:16]1[CH:21]=[CH:20][CH:19]=[CH:18][C:17]=1[F:22])[CH3:14])C.I[CH2:25][C:26]1[CH:31]=[CH:30][C:29]([O:32]S(C2C=CC(C)=CC=2)(=O)=O)=[CH:28][CH:27]=1.[OH-].[Na+]. (6) Given the product [S:36]([C:40]1[CH:46]=[CH:45][C:43]([CH3:44])=[CH:42][CH:41]=1)([O-:39])(=[O:38])=[O:37].[NH+:3]1[CH:2]=[CH:1][NH:5][CH:4]=1, predict the reactants needed to synthesize it. The reactants are: [CH:1]1[N:5]=[CH:4][N:3](C([N:3]2[CH:4]=[N:5][CH:1]=[CH:2]2)=O)[CH:2]=1.C1C2NC3C(=CC=CC=3)SC=2C=CC=1.CC(=C)C(OCC[NH3+])=O.[S:36]([C:40]1[CH:46]=[CH:45][C:43]([CH3:44])=[CH:42][CH:41]=1)([O-:39])(=[O:38])=[O:37].N1(C(NCCOC(=O)C(C)=C)=O)C=CN=C1.O.C1(C)C=CC(S(O)(=O)=O)=CC=1.